The task is: Predict the product of the given reaction.. This data is from Forward reaction prediction with 1.9M reactions from USPTO patents (1976-2016). (1) Given the reactants CO[CH:3](OC)[N:4]([CH3:6])[CH3:5].[CH3:9][O:10][C:11]1[CH:16]=[CH:15][C:14]([NH:17][C:18](=[O:20])[CH3:19])=[CH:13][C:12]=1[C:21](=[O:23])[CH3:22], predict the reaction product. The product is: [CH3:6][N:4]([CH3:5])[CH:3]=[CH:22][C:21]([C:12]1[CH:13]=[C:14]([NH:17][C:18](=[O:20])[CH3:19])[CH:15]=[CH:16][C:11]=1[O:10][CH3:9])=[O:23]. (2) Given the reactants [NH2:1][C:2]1[CH:7]=[N:6][C:5]([C:8]#[N:9])=[CH:4][N:3]=1.Cl[C:11]([O:13][C:14]1[CH:19]=[CH:18][CH:17]=[CH:16][CH:15]=1)=[O:12], predict the reaction product. The product is: [C:14]1([O:13][C:11](=[O:12])[NH:1][C:2]2[CH:7]=[N:6][C:5]([C:8]#[N:9])=[CH:4][N:3]=2)[CH:19]=[CH:18][CH:17]=[CH:16][CH:15]=1. (3) Given the reactants [Cl:1][C:2]1[CH:3]=[C:4]([CH2:9][S:10](NC2C(OC)=CC(I)=CN=2)(=[O:12])=[O:11])[CH:5]=[C:6]([Cl:8])[CH:7]=1.[Br:23][C:24]1[N:29]=[C:28]([NH2:30])[C:27]([O:31][CH3:32])=[CH:26][C:25]=1[Cl:33].IC1C=C(OC)C(N)=NC=1, predict the reaction product. The product is: [Br:23][C:24]1[N:29]=[C:28]([NH:30][S:10]([CH2:9][C:4]2[CH:5]=[C:6]([Cl:8])[CH:7]=[C:2]([Cl:1])[CH:3]=2)(=[O:12])=[O:11])[C:27]([O:31][CH3:32])=[CH:26][C:25]=1[Cl:33]. (4) Given the reactants [NH2:1][C:2]1[CH:7]=[CH:6][C:5]([NH:8][C:9](=[S:21])[NH:10][C:11]2[CH:16]=[CH:15][C:14]([S:17]([NH2:20])(=[O:19])=[O:18])=[CH:13][CH:12]=2)=[CH:4][CH:3]=1.[I:22][C:23]1[CH:28]=[CH:27][CH:26]=[C:25]([N:29]=[C:30]=[S:31])[CH:24]=1, predict the reaction product. The product is: [I:22][C:23]1[CH:24]=[C:25]([NH:29][C:30](=[S:31])[NH:1][C:2]2[CH:3]=[CH:4][C:5]([NH:8][C:9](=[S:21])[NH:10][C:11]3[CH:16]=[CH:15][C:14]([S:17]([NH2:20])(=[O:18])=[O:19])=[CH:13][CH:12]=3)=[CH:6][CH:7]=2)[CH:26]=[CH:27][CH:28]=1. (5) Given the reactants N[CH2:2][CH2:3][N:4]1[C:12]([C:13]2[CH:18]=[CH:17][CH:16]=[CH:15][CH:14]=2)=[C:11]2[C:6]([N:7]([CH3:22])[C:8](=[O:21])[N:9]([CH3:20])[C:10]2=[O:19])=[CH:5]1.C(N(CC)CC)C.N[C@H](C)[CH2:32][OH:33], predict the reaction product. The product is: [OH:33][CH2:32][C@H:3]([N:4]1[C:12]([C:13]2[CH:18]=[CH:17][CH:16]=[CH:15][CH:14]=2)=[C:11]2[C:6]([N:7]([CH3:22])[C:8](=[O:21])[N:9]([CH3:20])[C:10]2=[O:19])=[CH:5]1)[CH3:2]. (6) Given the reactants C([O:4][CH2:5][CH2:6][CH2:7][N:8]1[C:12](=[O:13])[NH:11][C:10]([C:14]2[C:22]3[C:17](=[N:18][CH:19]=[CH:20][CH:21]=3)[N:16]([CH2:23][C:24]3[CH:29]=[CH:28][CH:27]=[CH:26][C:25]=3[F:30])[N:15]=2)=[N:9]1)(=O)C.Cl.O, predict the reaction product. The product is: [F:30][C:25]1[CH:26]=[CH:27][CH:28]=[CH:29][C:24]=1[CH2:23][N:16]1[C:17]2=[N:18][CH:19]=[CH:20][CH:21]=[C:22]2[C:14]([C:10]2[NH:11][C:12](=[O:13])[N:8]([CH2:7][CH2:6][CH2:5][OH:4])[N:9]=2)=[N:15]1. (7) Given the reactants [NH2:1][C:2]1[C:6]([C:7]2[CH:8]=[C:9]([OH:13])[CH:10]=[CH:11][CH:12]=2)=[C:5]([C:14]2[CH:19]=[CH:18][N:17]=[CH:16][CH:15]=2)[NH:4][N:3]=1.CN(C)/[CH:22]=[CH:23]/[C:24]([C:26]1[CH:31]=[CH:30][C:29]([N:32]2[CH2:37][C@@H:36]3[CH2:38][C@H:33]2[CH2:34][N:35]3C(OC(C)(C)C)=O)=[CH:28][C:27]=1[CH3:46])=O, predict the reaction product. The product is: [C@H:33]12[CH2:38][C@H:36]([NH:35][CH2:34]1)[CH2:37][N:32]2[C:29]1[CH:30]=[CH:31][C:26]([C:24]2[N:3]3[N:4]=[C:5]([C:14]4[CH:19]=[CH:18][N:17]=[CH:16][CH:15]=4)[C:6]([C:7]4[CH:8]=[C:9]([OH:13])[CH:10]=[CH:11][CH:12]=4)=[C:2]3[N:1]=[CH:22][CH:23]=2)=[C:27]([CH3:46])[CH:28]=1.